The task is: Predict the product of the given reaction.. This data is from Forward reaction prediction with 1.9M reactions from USPTO patents (1976-2016). Given the reactants C[O:2][C:3](=[O:17])[CH:4]=[CH:5][C:6]1[C:15]2[C:10](=[CH:11][CH:12]=[CH:13][CH:14]=2)[C:9]([NH2:16])=[CH:8][CH:7]=1.[OH-].[Na+], predict the reaction product. The product is: [NH2:16][C:9]1[C:10]2[C:15](=[CH:14][CH:13]=[CH:12][CH:11]=2)[C:6]([CH2:5][CH2:4][C:3]([OH:17])=[O:2])=[CH:7][CH:8]=1.